Dataset: Peptide-MHC class I binding affinity with 185,985 pairs from IEDB/IMGT. Task: Regression. Given a peptide amino acid sequence and an MHC pseudo amino acid sequence, predict their binding affinity value. This is MHC class I binding data. (1) The peptide sequence is PTDYAKPQY. The MHC is HLA-B46:01 with pseudo-sequence HLA-B46:01. The binding affinity (normalized) is 0.0847. (2) The peptide sequence is HLYLQYIRK. The MHC is HLA-A03:01 with pseudo-sequence HLA-A03:01. The binding affinity (normalized) is 1.00. (3) The peptide sequence is KEVDSSSHM. The MHC is Mamu-B08 with pseudo-sequence Mamu-B08. The binding affinity (normalized) is 0.